Dataset: Reaction yield outcomes from USPTO patents with 853,638 reactions. Task: Predict the reaction yield, written as a fraction of the theoretical maximum amount of product (1.0 means a 100% yield; for example, 0.34 means a 34% yield). (1) The reactants are [NH2:1][C@:2]12[CH2:37][CH2:36][C@@H:35]([C:38]([CH3:40])=[CH2:39])[C@@H:3]1[C@@H:4]1[C@@:17]([CH3:20])([CH2:18][CH2:19]2)[C@@:16]2([CH3:21])[C@@H:7]([C@:8]3([CH3:34])[C@@H:13]([CH2:14][CH2:15]2)[C:12]([CH3:23])([CH3:22])[C:11]([C:24]2[CH:33]=[CH:32][C:27]([C:28]([O:30][CH3:31])=[O:29])=[CH:26][CH:25]=2)=[CH:10][CH2:9]3)[CH2:6][CH2:5]1.C(=O)(O)[O-].[Na+].[CH:46]1[C:58]2[CH:57]([CH2:59][O:60][C:61](Cl)=[O:62])[C:56]3[C:51](=[CH:52][CH:53]=[CH:54][CH:55]=3)[C:50]=2[CH:49]=[CH:48][CH:47]=1. The catalyst is C1COCC1.O.CCOC(C)=O. The product is [CH:46]1[C:58]2[CH:57]([CH2:59][O:60][C:61]([NH:1][C@:2]34[CH2:37][CH2:36][C@@H:35]([C:38]([CH3:40])=[CH2:39])[C@@H:3]3[C@@H:4]3[C@@:17]([CH3:20])([CH2:18][CH2:19]4)[C@@:16]4([CH3:21])[C@@H:7]([C@:8]5([CH3:34])[C@@H:13]([CH2:14][CH2:15]4)[C:12]([CH3:22])([CH3:23])[C:11]([C:24]4[CH:25]=[CH:26][C:27]([C:28]([O:30][CH3:31])=[O:29])=[CH:32][CH:33]=4)=[CH:10][CH2:9]5)[CH2:6][CH2:5]3)=[O:62])[C:56]3[C:51](=[CH:52][CH:53]=[CH:54][CH:55]=3)[C:50]=2[CH:49]=[CH:48][CH:47]=1. The yield is 0.800. (2) The product is [CH2:13]([N:8]([CH2:9][CH:10]([CH3:12])[CH3:11])[C:7]1[CH:6]=[CH:5][C:4]([CH2:17][CH:18]([CH3:24])[C:19]([OH:21])=[O:20])=[CH:3][C:2]=1[NH:1][C:26]([NH:25][C:28]1[CH:33]=[CH:32][C:31]([CH3:34])=[CH:30][CH:29]=1)=[O:27])[CH:14]([CH3:16])[CH3:15]. The catalyst is C1COCC1.O. The reactants are [NH2:1][C:2]1[CH:3]=[C:4]([CH2:17][CH:18]([CH3:24])[C:19]([O:21]CC)=[O:20])[CH:5]=[CH:6][C:7]=1[N:8]([CH2:13][CH:14]([CH3:16])[CH3:15])[CH2:9][CH:10]([CH3:12])[CH3:11].[N:25]([C:28]1[CH:33]=[CH:32][C:31]([CH3:34])=[CH:30][CH:29]=1)=[C:26]=[O:27].[OH-].[Na+]. The yield is 0.990. (3) The reactants are CN(C)C=O.[N+:6]([C:9]1[N:10]=[C:11](S(C2C=CC([N+]([O-])=O)=CC=2)(=O)=O)[N:12]([CH2:14][C@:15]([OH:40])([CH3:39])[CH2:16][N:17]2[CH2:22][CH2:21][N:20]([C:23]([O:25][CH2:26][CH:27]=[CH:28][C:29]3[CH:34]=[CH:33][C:32]([C:35]([F:38])([F:37])[F:36])=[CH:31][CH:30]=3)=[O:24])[CH2:19][CH2:18]2)[CH:13]=1)([O-:8])=[O:7].CC(C)([O-])C.[Na+].O. The catalyst is C(OCC)(=O)C. The product is [CH3:39][C@@:15]1([CH2:16][N:17]2[CH2:22][CH2:21][N:20]([C:23]([O:25][CH2:26][CH:27]=[CH:28][C:29]3[CH:34]=[CH:33][C:32]([C:35]([F:37])([F:36])[F:38])=[CH:31][CH:30]=3)=[O:24])[CH2:19][CH2:18]2)[O:40][C:11]2=[N:10][C:9]([N+:6]([O-:8])=[O:7])=[CH:13][N:12]2[CH2:14]1. The yield is 0.390. (4) The reactants are [Br:1][C:2]1[CH:3]=[C:4]([CH:8]2[CH2:11][C:10](=O)[CH2:9]2)[CH:5]=[CH:6][CH:7]=1.[CH2:13]([O:15][C:16](=[O:37])[CH:17]=P(C1C=CC=CC=1)(C1C=CC=CC=1)C1C=CC=CC=1)[CH3:14]. The catalyst is ClCCl. The product is [CH2:13]([O:15][C:16](=[O:37])[CH:17]=[C:10]1[CH2:11][CH:8]([C:4]2[CH:5]=[CH:6][CH:7]=[C:2]([Br:1])[CH:3]=2)[CH2:9]1)[CH3:14]. The yield is 0.890.